Dataset: NCI-60 drug combinations with 297,098 pairs across 59 cell lines. Task: Regression. Given two drug SMILES strings and cell line genomic features, predict the synergy score measuring deviation from expected non-interaction effect. (1) Drug 1: CN(C)N=NC1=C(NC=N1)C(=O)N. Drug 2: CCCCC(=O)OCC(=O)C1(CC(C2=C(C1)C(=C3C(=C2O)C(=O)C4=C(C3=O)C=CC=C4OC)O)OC5CC(C(C(O5)C)O)NC(=O)C(F)(F)F)O. Cell line: SK-OV-3. Synergy scores: CSS=0.220, Synergy_ZIP=-2.38, Synergy_Bliss=-6.98, Synergy_Loewe=-6.45, Synergy_HSA=-6.46. (2) Drug 1: COC1=C(C=C2C(=C1)N=CN=C2NC3=CC(=C(C=C3)F)Cl)OCCCN4CCOCC4. Drug 2: B(C(CC(C)C)NC(=O)C(CC1=CC=CC=C1)NC(=O)C2=NC=CN=C2)(O)O. Cell line: CAKI-1. Synergy scores: CSS=41.0, Synergy_ZIP=2.86, Synergy_Bliss=-2.91, Synergy_Loewe=-0.728, Synergy_HSA=-0.871. (3) Drug 1: C1CNP(=O)(OC1)N(CCCl)CCCl. Drug 2: C1C(C(OC1N2C=NC3=C2NC=NCC3O)CO)O. Cell line: NCIH23. Synergy scores: CSS=-2.91, Synergy_ZIP=2.04, Synergy_Bliss=0.993, Synergy_Loewe=-0.202, Synergy_HSA=-3.82.